From a dataset of Full USPTO retrosynthesis dataset with 1.9M reactions from patents (1976-2016). Predict the reactants needed to synthesize the given product. (1) Given the product [CH2:14]([N:1]([CH2:23][CH2:22][CH3:27])[CH2:2][CH2:3][C:4]1[CH:12]=[CH:11][CH:10]=[C:9]2[C:5]=1[CH:6]=[CH:7][NH:8]2)[CH2:15][CH3:16], predict the reactants needed to synthesize it. The reactants are: [NH2:1][CH2:2][CH2:3][C:4]1[CH:12]=[CH:11][CH:10]=[C:9]2[C:5]=1[CH:6]=[CH:7][NH:8]2.I[CH2:14][CH2:15][CH3:16].C([O-])(O)=O.[Na+].[C:22]1(C)[CH:27]=CC=C[CH:23]=1. (2) Given the product [CH2:2]([N:4]1[CH2:8][CH2:7][CH2:6][C@@H:5]1[C:9]([O:11][CH2:12][C:13]1[CH:14]=[CH:15][CH:16]=[CH:17][CH:18]=1)=[O:10])[CH3:3], predict the reactants needed to synthesize it. The reactants are: Cl.[CH2:2]([N:4]1[CH2:8][CH2:7][CH2:6][C@H:5]1[C:9]([O:11][CH2:12][C:13]1[CH:18]=[CH:17][CH:16]=[CH:15][CH:14]=1)=[O:10])[CH3:3].N1CCC[C@@H]1C(OCC1C=CC=CC=1)=O. (3) Given the product [CH:1]1([C:4]2[N:8]([CH3:9])[C:7]3[CH:10]=[C:11]([N:14]4[CH:19]=[CH:18][C:17]([O:20][CH2:28][C:25]5[S:26][CH:27]=[C:23]([CH3:22])[CH:24]=5)=[CH:16][C:15]4=[O:21])[CH:12]=[CH:13][C:6]=3[N:5]=2)[CH2:2][CH2:3]1, predict the reactants needed to synthesize it. The reactants are: [CH:1]1([C:4]2[N:8]([CH3:9])[C:7]3[CH:10]=[C:11]([N:14]4[CH:19]=[CH:18][C:17]([OH:20])=[CH:16][C:15]4=[O:21])[CH:12]=[CH:13][C:6]=3[N:5]=2)[CH2:3][CH2:2]1.[CH3:22][C:23]1[CH:24]=[C:25]([CH2:28]O)[S:26][CH:27]=1.C(P(CCCC)CCCC)CCC.N(C(N1CCCCC1)=O)=NC(N1CCCCC1)=O. (4) Given the product [Cl:28][C:14]1[C:15]([CH2:20][NH:21][C:22](=[O:27])[C:23]([CH3:26])([CH3:25])[CH3:24])=[CH:16][CH:17]=[C:18]([Cl:19])[C:13]=1[NH:12][C:10]1[N:9]([CH3:29])[C:8]2[CH:30]=[C:31]([N:32]3[CH2:33][CH2:34][CH:35]([C:38]([F:41])([F:40])[F:39])[CH2:36][CH2:37]3)[C:5]([C:3]([OH:4])=[O:2])=[CH:6][C:7]=2[N:11]=1, predict the reactants needed to synthesize it. The reactants are: C[O:2][C:3]([C:5]1[C:31]([N:32]2[CH2:37][CH2:36][CH:35]([C:38]([F:41])([F:40])[F:39])[CH2:34][CH2:33]2)=[CH:30][C:8]2[N:9]([CH3:29])[C:10]([NH:12][C:13]3[C:18]([Cl:19])=[CH:17][CH:16]=[C:15]([CH2:20][NH:21][C:22](=[O:27])[C:23]([CH3:26])([CH3:25])[CH3:24])[C:14]=3[Cl:28])=[N:11][C:7]=2[CH:6]=1)=[O:4].[OH-].[Na+]. (5) Given the product [NH:3]1[CH2:4][CH2:5][CH:6]([CH2:7][CH2:8][C:9]([OH:11])=[O:10])[CH2:1][CH2:2]1, predict the reactants needed to synthesize it. The reactants are: [CH:1]1[C:6](/[CH:7]=[CH:8]/[C:9]([OH:11])=[O:10])=[CH:5][CH:4]=[N:3][CH:2]=1.N. (6) Given the product [Cl:35][C:36]1[CH:42]=[C:41]([I:43])[CH:40]=[C:39]([Cl:44])[C:37]=1[NH:38][C:2]1[C:11]2[CH:12]=[CH:13][NH:14][C:15](=[O:16])[C:10]=2[C:9]2[C:4](=[CH:5][CH:6]=[N:7][CH:8]=2)[N:3]=1, predict the reactants needed to synthesize it. The reactants are: Cl[C:2]1[C:11]2[CH:12]=[CH:13][N:14]=[C:15]([O:16]CC)[C:10]=2[C:9]2[C:4](=[CH:5][CH:6]=[N:7][CH:8]=2)[N:3]=1.ClC1C2C=CN=C(Cl)C=2C2C(=CC=NC=2)N=1.[Cl:35][C:36]1[CH:42]=[C:41]([I:43])[CH:40]=[C:39]([Cl:44])[C:37]=1[NH2:38]. (7) Given the product [NH2:1][C@H:2]([C:7]([O:9][C@H:10]1[C:18]2[C:13](=[CH:14][CH:15]=[CH:16][CH:17]=2)[CH2:12][C@:11]1([CH2:28][C:29]1[CH:37]=[CH:36][C:32]([C:33](=[O:34])[NH:45][CH2:46][CH2:47][OH:48])=[CH:31][CH:30]=1)[C:19]1[CH2:20][C:21]2[C:26]([CH:27]=1)=[CH:25][CH:24]=[CH:23][CH:22]=2)=[O:8])[CH2:3][CH:4]([CH3:5])[CH3:6], predict the reactants needed to synthesize it. The reactants are: [NH2:1][C@H:2]([C:7]([O:9][C@H:10]1[C:18]2[C:13](=[CH:14][CH:15]=[CH:16][CH:17]=2)[CH2:12][C@:11]1([CH2:28][C:29]1[CH:37]=[CH:36][C:32]([C:33](O)=[O:34])=[CH:31][CH:30]=1)[C:19]1[CH2:20][C:21]2[C:26]([CH:27]=1)=[CH:25][CH:24]=[CH:23][CH:22]=2)=[O:8])[CH2:3][CH:4]([CH3:6])[CH3:5].CCN(CC)CC.[NH2:45][CH2:46][CH2:47][OH:48].C(P1(=O)OP(CCC)(=O)OP(CCC)(=O)O1)CC.